The task is: Predict the product of the given reaction.. This data is from Forward reaction prediction with 1.9M reactions from USPTO patents (1976-2016). (1) Given the reactants [I:1][C:2]1[CH:3]=[N:4][NH:5][CH:6]=1.[F:7][C:8]([F:12])([F:11])[CH2:9]I.C([O-])([O-])=O.[Cs+].[Cs+], predict the reaction product. The product is: [I:1][C:2]1[CH:3]=[N:4][N:5]([CH2:9][C:8]([F:12])([F:11])[F:7])[CH:6]=1. (2) Given the reactants [CH3:1][O:2][C:3]1[CH:4]=[C:5]2[C:10](=[CH:11][C:12]=1[O:13][CH3:14])[CH2:9][NH:8][CH2:7][CH2:6]2.[OH:15][C:16]1[CH:17]=[C:18]([CH:21]=[CH:22][CH:23]=1)[CH:19]=O.[BH-](OC(C)=O)(OC(C)=O)OC(C)=O.[Na+].[OH-].[Na+], predict the reaction product. The product is: [CH3:1][O:2][C:3]1[CH:4]=[C:5]2[C:10](=[CH:11][C:12]=1[O:13][CH3:14])[CH2:9][N:8]([CH2:19][C:18]1[CH:17]=[C:16]([OH:15])[CH:23]=[CH:22][CH:21]=1)[CH2:7][CH2:6]2. (3) Given the reactants [Cl-].[NH2:2][C:3]1[C:4]2[C:14]([O:15][CH2:16][CH2:17][CH2:18][CH2:19][CH2:20][CH2:21][NH3+:22])=[CH:13][CH:12]=[CH:11][C:5]=2[NH:6][S:7](=[O:10])(=[O:9])[N:8]=1.CCN(CC)CC.[N:30]([CH2:33][C:34]1[CH:39]=[CH:38][C:37]([O:40][CH3:41])=[CH:36][CH:35]=1)=[C:31]=[O:32], predict the reaction product. The product is: [NH2:2][C:3]1[C:4]2[C:14]([O:15][CH2:16][CH2:17][CH2:18][CH2:19][CH2:20][CH2:21][NH:22][C:31]([NH:30][CH2:33][C:34]3[CH:39]=[CH:38][C:37]([O:40][CH3:41])=[CH:36][CH:35]=3)=[O:32])=[CH:13][CH:12]=[CH:11][C:5]=2[NH:6][S:7](=[O:10])(=[O:9])[N:8]=1.